Dataset: TCR-epitope binding with 47,182 pairs between 192 epitopes and 23,139 TCRs. Task: Binary Classification. Given a T-cell receptor sequence (or CDR3 region) and an epitope sequence, predict whether binding occurs between them. (1) The epitope is FLPRVFSAV. The TCR CDR3 sequence is CASSTGTGGPSGTGELFF. Result: 0 (the TCR does not bind to the epitope). (2) The epitope is SLVKPSFYV. The TCR CDR3 sequence is CASSLGQGEETQYF. Result: 1 (the TCR binds to the epitope). (3) The TCR CDR3 sequence is CASSSGTGEWDEQFF. Result: 0 (the TCR does not bind to the epitope). The epitope is KLPDDFTGCV. (4) The epitope is RQLLFVVEV. The TCR CDR3 sequence is CASSPTYDPYEQYF. Result: 1 (the TCR binds to the epitope). (5) The epitope is KLPDDFTGCV. The TCR CDR3 sequence is CASSSPKAGGPETQYF. Result: 1 (the TCR binds to the epitope). (6) The epitope is MLNIPSINV. The TCR CDR3 sequence is CASSAPQGPYNEQFF. Result: 0 (the TCR does not bind to the epitope). (7) The epitope is YLQPRTFLL. The TCR CDR3 sequence is CAWSLLNDLEAFF. Result: 1 (the TCR binds to the epitope).